Dataset: Forward reaction prediction with 1.9M reactions from USPTO patents (1976-2016). Task: Predict the product of the given reaction. (1) Given the reactants [CH3:1][C:2]1[CH:3]=[C:4]([C:30]2[CH:35]=[CH:34][C:33]([N+:36]([O-:38])=[O:37])=[CH:32][CH:31]=2)[CH:5]=[CH:6][C:7]=1[C:8](=[O:29])[CH2:9][C:10]([CH2:21][CH2:22][C:23]1[CH:28]=[CH:27][CH:26]=[CH:25][CH:24]=1)(C(OCC)=O)[C:11]([O:13][CH2:14][CH3:15])=[O:12].[OH-].[Na+].C(O)C, predict the reaction product. The product is: [CH3:1][C:2]1[CH:3]=[C:4]([C:30]2[CH:31]=[CH:32][C:33]([N+:36]([O-:38])=[O:37])=[CH:34][CH:35]=2)[CH:5]=[CH:6][C:7]=1[C:8](=[O:29])[CH2:9][CH:10]([CH2:21][CH2:22][C:23]1[CH:28]=[CH:27][CH:26]=[CH:25][CH:24]=1)[C:11]([O:13][CH2:14][CH3:15])=[O:12]. (2) Given the reactants [CH2:1]([N:8]1[C:12]([C:13]2[CH:18]=[CH:17][CH:16]=[CH:15][CH:14]=2)=[CH:11][C:10]([CH2:19][OH:20])=[C:9]1[Cl:21])[C:2]1[CH:7]=[CH:6][CH:5]=[CH:4][CH:3]=1.C[N+]1([O-])CCOCC1, predict the reaction product. The product is: [CH2:1]([N:8]1[C:12]([C:13]2[CH:14]=[CH:15][CH:16]=[CH:17][CH:18]=2)=[CH:11][C:10]([CH:19]=[O:20])=[C:9]1[Cl:21])[C:2]1[CH:3]=[CH:4][CH:5]=[CH:6][CH:7]=1. (3) Given the reactants [O:1]1[CH2:6][CH2:5][N:4]([C:7]2[N:12]=[C:11]([N:13]3[CH2:18][CH2:17][O:16][CH2:15][CH2:14]3)[CH:10]=[C:9](Cl)[N:8]=2)[CH2:3][CH2:2]1.[F:20][C:21]([F:39])([F:38])[C:22]1[C:27](B2OC(C)(C)C(C)(C)O2)=[CH:26][N:25]=[C:24]([NH2:37])[CH:23]=1, predict the reaction product. The product is: [F:39][C:21]([F:20])([F:38])[C:22]1[C:27]([C:9]2[CH:10]=[C:11]([N:13]3[CH2:18][CH2:17][O:16][CH2:15][CH2:14]3)[N:12]=[C:7]([N:4]3[CH2:5][CH2:6][O:1][CH2:2][CH2:3]3)[N:8]=2)=[CH:26][N:25]=[C:24]([NH2:37])[CH:23]=1. (4) Given the reactants [CH2:1]([O:8][C:9]1[C:14](=[O:15])[CH:13]=[CH:12]O[C:10]=1[CH3:16])[C:2]1[CH:7]=[CH:6][CH:5]=[CH:4][CH:3]=1.[F:17][CH:18]([F:21])[CH2:19][NH2:20].Cl.C(N(CC)CC)C, predict the reaction product. The product is: [CH2:1]([O:8][C:9]1[C:14](=[O:15])[CH:13]=[CH:12][N:20]([CH2:19][CH:18]([F:21])[F:17])[C:10]=1[CH3:16])[C:2]1[CH:3]=[CH:4][CH:5]=[CH:6][CH:7]=1.